This data is from Full USPTO retrosynthesis dataset with 1.9M reactions from patents (1976-2016). The task is: Predict the reactants needed to synthesize the given product. (1) Given the product [N+:1]([C:4]1[CH:5]=[CH:6][C:7]([CH:8]2[O:14][CH2:13][CH2:12][O:9]2)=[CH:10][CH:11]=1)([O-:3])=[O:2], predict the reactants needed to synthesize it. The reactants are: [N+:1]([C:4]1[CH:11]=[CH:10][C:7]([CH:8]=[O:9])=[CH:6][CH:5]=1)([O-:3])=[O:2].[CH2:12](O)[CH2:13][OH:14].C1(C)C=CC(S(O)(=O)=O)=CC=1. (2) Given the product [Cl:24][C:5]1[C:6]([NH:8][C:9]2[CH:17]=[CH:16][C:15]([N:18]3[CH2:23][CH2:22][CH2:21][CH2:20][CH2:19]3)=[CH:14][C:10]=2[C:11]([NH2:13])=[O:12])=[N:7][C:2]([NH:25][C:26]2[CH:38]=[CH:37][C:29]3[N:30]([CH3:36])[C:31](=[O:35])[CH2:32][CH2:33][CH2:34][C:28]=3[CH:27]=2)=[N:3][CH:4]=1, predict the reactants needed to synthesize it. The reactants are: Cl[C:2]1[N:7]=[C:6]([NH:8][C:9]2[CH:17]=[CH:16][C:15]([N:18]3[CH2:23][CH2:22][CH2:21][CH2:20][CH2:19]3)=[CH:14][C:10]=2[C:11]([NH2:13])=[O:12])[C:5]([Cl:24])=[CH:4][N:3]=1.[NH2:25][C:26]1[CH:38]=[CH:37][C:29]2[N:30]([CH3:36])[C:31](=[O:35])[CH2:32][CH2:33][CH2:34][C:28]=2[CH:27]=1.Cl. (3) Given the product [O:85]=[C:83]1[CH2:84][N:80]([C:78]([O:77][C:73]([CH3:74])([CH3:75])[CH3:76])=[O:79])[C@H:81]([C:86](=[O:88])[NH:18][C@H:19]2[C:28]3[C:23](=[CH:24][CH:25]=[CH:26][CH:27]=3)[CH2:22][CH2:21][CH2:20]2)[CH2:82]1, predict the reactants needed to synthesize it. The reactants are: CC(C)(C)[C@H](NC(=O)[C@@H](NC)C)C(N1[C@H](C([NH:18][C@H:19]2[C:28]3[C:23](=[CH:24][CH:25]=[CH:26][CH:27]=3)[CH2:22][CH2:21][CH2:20]2)=O)CC2C(=CC(C(N[C@H]3C[C@@H](C(=O)[NH:18][C@H:19]4[C:28]5[C:23](=[CH:24][CH:25]=[CH:26][CH:27]=5)[CH2:22][CH2:21][CH2:20]4)N(C(=O)[C@@H](NC(=O)[C@@H](NC)C)C(C)(C)C)C3)=O)=CC=2)C1)=O.[C:73]([O:77][C:78]([N:80]1[CH2:84][C:83](=[O:85])[CH2:82][C@H:81]1[C:86]([OH:88])=O)=[O:79])([CH3:76])([CH3:75])[CH3:74].[C@H]1(N)C2C(=CC=CC=2)CCC1. (4) Given the product [F:33][C:2]([F:1])([CH:30]([F:32])[F:31])[CH2:3][O:4][C:5]1[CH:10]=[CH:9][C:8]([CH2:11][N:12]2[CH2:17][C@@H:16]3[CH2:18][C@H:13]2[CH2:14][N:15]3[CH2:19][C:20]2[CH:29]=[CH:28][C:23]([C:24]([OH:26])=[O:25])=[CH:22][CH:21]=2)=[CH:7][CH:6]=1, predict the reactants needed to synthesize it. The reactants are: [F:1][C:2]([F:33])([CH:30]([F:32])[F:31])[CH2:3][O:4][C:5]1[CH:10]=[CH:9][C:8]([CH2:11][N:12]2[CH2:17][C@@H:16]3[CH2:18][C@H:13]2[CH2:14][N:15]3[CH2:19][C:20]2[CH:29]=[CH:28][C:23]([C:24]([O:26]C)=[O:25])=[CH:22][CH:21]=2)=[CH:7][CH:6]=1.[OH-].[Na+].